From a dataset of Full USPTO retrosynthesis dataset with 1.9M reactions from patents (1976-2016). Predict the reactants needed to synthesize the given product. (1) Given the product [F:28][CH:27]([F:29])[O:26][C:23]1[CH:24]=[CH:25][C:20]([CH:15]([N:8]2[C:7](=[O:33])[C:6]3[C:10](=[CH:11][CH:12]=[CH:13][C:5]=3[NH:4][C:1](=[O:3])[CH3:2])[C:9]2=[O:14])[CH2:16][C:17]([N:46]2[CH2:51][CH2:50][O:49][CH2:48][CH2:47]2)=[O:19])=[CH:21][C:22]=1[O:30][CH2:31][CH3:32], predict the reactants needed to synthesize it. The reactants are: [C:1]([NH:4][C:5]1[CH:13]=[CH:12][CH:11]=[C:10]2[C:6]=1[C:7](=[O:33])[N:8]([CH:15]([C:20]1[CH:25]=[CH:24][C:23]([O:26][CH:27]([F:29])[F:28])=[C:22]([O:30][CH2:31][CH3:32])[CH:21]=1)[CH2:16][C:17]([OH:19])=O)[C:9]2=[O:14])(=[O:3])[CH3:2].C(N1C=CN=C1)(N1C=CN=C1)=O.[NH:46]1[CH2:51][CH2:50][O:49][CH2:48][CH2:47]1.O. (2) Given the product [Cl:1][C:2]1[C:9]([CH2:10][CH2:11][OH:12])=[CH:8][CH:7]=[CH:6][C:3]=1[CH2:4][N:37]1[CH2:38][CH2:39][C:33]2([O:32][CH2:31][CH2:30][N:29]([C:27]([C:25]3[N:26]=[C:22]([CH2:20][CH3:21])[S:23][CH:24]=3)=[O:28])[CH2:34]2)[CH2:35][CH2:36]1, predict the reactants needed to synthesize it. The reactants are: [Cl:1][C:2]1[C:9]([CH2:10][CH2:11][OH:12])=[CH:8][CH:7]=[CH:6][C:3]=1[CH:4]=O.FC(F)(F)C(O)=O.[CH2:20]([C:22]1[S:23][CH:24]=[C:25]([C:27]([N:29]2[CH2:34][C:33]3([CH2:39][CH2:38][NH:37][CH2:36][CH2:35]3)[O:32][CH2:31][CH2:30]2)=[O:28])[N:26]=1)[CH3:21].C(N(CC)CC)C.C(O[BH-](OC(=O)C)OC(=O)C)(=O)C.[Na+]. (3) The reactants are: [O:1]1[C:5]2[CH:6]=[CH:7][CH:8]=[CH:9][C:4]=2[C:3]([C:10]([OH:12])=O)=[N:2]1.[C:13]([O:17][C:18]([N:20]1[C@H:27]([CH2:28][NH2:29])[CH2:26][C@H:25]2[C@@H:21]1[CH2:22][CH2:23][CH2:24]2)=[O:19])([CH3:16])([CH3:15])[CH3:14]. Given the product [C:13]([O:17][C:18]([N:20]1[C@H:27]([CH2:28][NH:29][C:10]([C:3]2[C:4]3[CH:9]=[CH:8][CH:7]=[CH:6][C:5]=3[O:1][N:2]=2)=[O:12])[CH2:26][C@H:25]2[C@@H:21]1[CH2:22][CH2:23][CH2:24]2)=[O:19])([CH3:16])([CH3:15])[CH3:14], predict the reactants needed to synthesize it. (4) Given the product [CH3:33][O:32][C:30]([C:25]1([NH:24][C:22]([CH:19]2[CH2:18][CH:17]([O:16][C:9]3[C:10]4[S:15][CH:14]=[CH:13][C:11]=4[N:12]=[C:7]([C:6]4[N:2]([CH3:1])[N:3]=[C:4]([CH3:34])[CH:5]=4)[N:8]=3)[CH2:21][N:20]2[C:44](=[O:45])[CH:43]([NH:42][C:40]([O:39][C:35]([CH3:38])([CH3:37])[CH3:36])=[O:41])[CH2:47][CH2:48][CH2:49][CH2:50][CH2:51][CH:52]=[CH2:53])=[O:23])[CH2:27][CH:26]1[CH:28]=[CH2:29])=[O:31], predict the reactants needed to synthesize it. The reactants are: [CH3:1][N:2]1[C:6]([C:7]2[N:8]=[C:9]([O:16][C@H:17]3[CH2:21][NH:20][C@H:19]([C:22]([NH:24][C@:25]4([C:30]([O:32][CH3:33])=[O:31])[CH2:27][C@H:26]4[CH:28]=[CH2:29])=[O:23])[CH2:18]3)[C:10]3[S:15][CH:14]=[CH:13][C:11]=3[N:12]=2)=[CH:5][C:4]([CH3:34])=[N:3]1.[C:35]([O:39][C:40]([NH:42][C@@H:43]([CH2:47][CH2:48][CH2:49][CH2:50][CH2:51][CH:52]=[CH2:53])[C:44](O)=[O:45])=[O:41])([CH3:38])([CH3:37])[CH3:36].CN(C(ON1N=NC2C=CC=NC1=2)=[N+](C)C)C.F[P-](F)(F)(F)(F)F.C(=O)(O)[O-].[Na+]. (5) Given the product [C:2]([O:5][C:6](=[O:7])[NH:8][C@@H:9]1[CH2:10][CH2:11][CH2:12][CH2:13][C@@H:14]1[N:15]1[CH2:26][CH2:25][CH2:24][CH2:23]1)([CH3:1])([CH3:3])[CH3:4], predict the reactants needed to synthesize it. The reactants are: [CH3:1][C:2]([O:5][C:6]([NH:8][C@@H:9]1[C@H:14]([NH2:15])[CH2:13][CH2:12][CH2:11][CH2:10]1)=[O:7])([CH3:4])[CH3:3].C(=O)([O-])[O-].[K+].[K+].Br[CH2:23][CH2:24][CH2:25][CH2:26]Br. (6) Given the product [Cl:1][C:2]1[CH:10]=[CH:9][CH:8]=[CH:7][C:3]=1[C:4]([NH:6][C:11](=[O:15])[NH:29][C:27]1[S:28][C:24]2[CH:23]=[C:22]([S:19]([CH:17]=[CH2:18])(=[O:21])=[O:20])[CH:31]=[CH:30][C:25]=2[N:26]=1)=[O:5], predict the reactants needed to synthesize it. The reactants are: [Cl:1][C:2]1[CH:10]=[CH:9][CH:8]=[CH:7][C:3]=1[C:4]([NH2:6])=[O:5].[C:11](Cl)(=[O:15])C(Cl)=O.[CH:17]([S:19]([C:22]1[CH:31]=[CH:30][C:25]2[N:26]=[C:27]([NH2:29])[S:28][C:24]=2[CH:23]=1)(=[O:21])=[O:20])=[CH2:18]. (7) Given the product [C:8]1([C:7]2[C:2]([N:26]3[CH2:31][CH2:30][N:29]([C:37]([O:36][C:33]([CH3:35])([CH3:34])[CH3:32])=[O:38])[CH2:28][CH2:27]3)=[C:3]3[CH:16]=[CH:15][N:14]([S:17]([C:20]4[CH:25]=[CH:24][CH:23]=[CH:22][CH:21]=4)(=[O:19])=[O:18])[C:4]3=[N:5][CH:6]=2)[CH:13]=[CH:12][CH:11]=[CH:10][CH:9]=1, predict the reactants needed to synthesize it. The reactants are: Cl[C:2]1[C:7]([C:8]2[CH:13]=[CH:12][CH:11]=[CH:10][CH:9]=2)=[CH:6][N:5]=[C:4]2[N:14]([S:17]([C:20]3[CH:25]=[CH:24][CH:23]=[CH:22][CH:21]=3)(=[O:19])=[O:18])[CH:15]=[CH:16][C:3]=12.[NH:26]1[CH2:31][CH2:30][NH:29][CH2:28][CH2:27]1.[CH3:32][C:33]([O:36][C:37](O[C:37]([O:36][C:33]([CH3:35])([CH3:34])[CH3:32])=[O:38])=[O:38])([CH3:35])[CH3:34].C([O-])([O-])=O.[Na+].[Na+].